Dataset: CYP2D6 inhibition data for predicting drug metabolism from PubChem BioAssay. Task: Regression/Classification. Given a drug SMILES string, predict its absorption, distribution, metabolism, or excretion properties. Task type varies by dataset: regression for continuous measurements (e.g., permeability, clearance, half-life) or binary classification for categorical outcomes (e.g., BBB penetration, CYP inhibition). Dataset: cyp2d6_veith. (1) The compound is CCN1CCN(C(c2cccs2)C(C)NC(=O)c2cccnc2)CC1. The result is 0 (non-inhibitor). (2) The drug is NCC#Cc1ccccc1. The result is 0 (non-inhibitor). (3) The drug is CCCCn1c(N)c(C(=O)NCc2cccs2)c2nc3ccccc3nc21. The result is 1 (inhibitor). (4) The drug is O=C(Nc1cccc(Cl)c1)Nn1cnnc1. The result is 0 (non-inhibitor). (5) The compound is Brc1ccc(-c2nnc(-c3ccccc3)c(N3CCSCC3)n2)cc1. The result is 0 (non-inhibitor). (6) The molecule is CC(=O)[C@@H]1CC[C@@H]2[C@@H]3C[C@H](C)C4=CC(=O)CC[C@@]4(C)[C@H]3[C@H](O)C[C@@]12C. The result is 0 (non-inhibitor).